From a dataset of Full USPTO retrosynthesis dataset with 1.9M reactions from patents (1976-2016). Predict the reactants needed to synthesize the given product. (1) The reactants are: [NH2:1][C@H:2]1[CH2:7][CH2:6][C@H:5]([NH:8][C:9]([C:11]2[C:15]3[N:16]=[CH:17][N:18]=[C:19]([C:20]4[CH:25]=[C:24]([CH3:26])[CH:23]=[CH:22][C:21]=4[O:27][CH2:28][CH:29]4[CH2:31][CH2:30]4)[C:14]=3[NH:13][CH:12]=2)=[O:10])[CH2:4][CH2:3]1.Cl[C:33]([C@@H:35]([O:37]C(=O)C)[CH3:36])=[O:34]. Given the product [OH:37][C@@H:35]([CH3:36])[C:33]([NH:1][C@H:2]1[CH2:7][CH2:6][C@H:5]([NH:8][C:9]([C:11]2[C:15]3[N:16]=[CH:17][N:18]=[C:19]([C:20]4[CH:25]=[C:24]([CH3:26])[CH:23]=[CH:22][C:21]=4[O:27][CH2:28][CH:29]4[CH2:30][CH2:31]4)[C:14]=3[NH:13][CH:12]=2)=[O:10])[CH2:4][CH2:3]1)=[O:34], predict the reactants needed to synthesize it. (2) The reactants are: [CH2:1]([O:8][C:9](=[O:24])[C@H:10]([CH2:19][CH2:20][C:21]([OH:23])=O)[NH:11][C:12]([O:14][C:15]([CH3:18])([CH3:17])[CH3:16])=[O:13])[C:2]1[CH:7]=[CH:6][CH:5]=[CH:4][CH:3]=1.CCN=C=NCCCN(C)C.Cl.C1C=CC2N(O)N=NC=2C=1.[Cl:47][C:48]1[C:53]([Cl:54])=[CH:52][C:51]([NH2:55])=[C:50]([NH2:56])[CH:49]=1. Given the product [CH2:1]([O:8][C:9](=[O:24])[C@@H:10]([NH:11][C:12]([O:14][C:15]([CH3:16])([CH3:17])[CH3:18])=[O:13])[CH2:19][CH2:20][C:21](=[O:23])[NH:56][C:50]1[CH:49]=[C:48]([Cl:47])[C:53]([Cl:54])=[CH:52][C:51]=1[NH2:55])[C:2]1[CH:3]=[CH:4][CH:5]=[CH:6][CH:7]=1, predict the reactants needed to synthesize it.